This data is from Forward reaction prediction with 1.9M reactions from USPTO patents (1976-2016). The task is: Predict the product of the given reaction. (1) The product is: [CH2:1]([O:8][C:9]1[CH:42]=[CH:41][C:12]([C:13]([O:15][C:16]2[CH:21]=[CH:20][C:19]([CH2:22][N:23]([CH2:33][C:34]([O:36][C:37]([CH3:40])([CH3:39])[CH3:38])=[O:35])[C:24](=[O:32])[C:25]3[CH:26]=[CH:27][C:28]([NH:31][C:52](=[O:53])[CH2:51][C:48]4[CH:49]=[CH:50][C:45]([O:44][CH3:43])=[CH:46][CH:47]=4)=[CH:29][CH:30]=3)=[CH:18][CH:17]=2)=[O:14])=[CH:11][CH:10]=1)[CH2:2][CH2:3][CH2:4][CH2:5][CH2:6][CH3:7]. Given the reactants [CH2:1]([O:8][C:9]1[CH:42]=[CH:41][C:12]([C:13]([O:15][C:16]2[CH:21]=[CH:20][C:19]([CH2:22][N:23]([CH2:33][C:34]([O:36][C:37]([CH3:40])([CH3:39])[CH3:38])=[O:35])[C:24](=[O:32])[C:25]3[CH:30]=[CH:29][C:28]([NH2:31])=[CH:27][CH:26]=3)=[CH:18][CH:17]=2)=[O:14])=[CH:11][CH:10]=1)[CH2:2][CH2:3][CH2:4][CH2:5][CH2:6][CH3:7].[CH3:43][O:44][C:45]1[CH:50]=[CH:49][C:48]([CH2:51][C:52](Cl)=[O:53])=[CH:47][CH:46]=1, predict the reaction product. (2) Given the reactants [CH3:1][C:2]1[NH:7][C:6](=O)[N:5]=[C:4]([C:9]2[CH:14]=[CH:13][C:12]([CH3:15])=[CH:11][CH:10]=2)[C:3]=1[C:16]([O:18][CH2:19][CH3:20])=[O:17].C1CN([P+](Br)(N2CCCC2)N2CCCC2)CC1.F[P-](F)(F)(F)(F)F.C(N(CC)CC)C.[NH:52]1[CH2:57][CH2:56][CH2:55][CH2:54][CH2:53]1, predict the reaction product. The product is: [CH3:1][C:2]1[C:3]([C:16]([O:18][CH2:19][CH3:20])=[O:17])=[C:4]([C:9]2[CH:14]=[CH:13][C:12]([CH3:15])=[CH:11][CH:10]=2)[N:5]=[C:6]([N:52]2[CH2:57][CH2:56][CH2:55][CH2:54][CH2:53]2)[N:7]=1.